From a dataset of Forward reaction prediction with 1.9M reactions from USPTO patents (1976-2016). Predict the product of the given reaction. (1) Given the reactants ClC1N=CC(C=O)=C(C(C)C)C=1.[Cl:13][C:14]1[CH:15]=[C:16]([NH:20][C:21]2[N:26]=[CH:25][C:24]([CH2:27][OH:28])=[C:23]([CH:29]([CH3:31])[CH3:30])[CH:22]=2)[CH:17]=[CH:18][CH:19]=1, predict the reaction product. The product is: [Cl:13][C:14]1[CH:15]=[C:16]([NH:20][C:21]2[N:26]=[CH:25][C:24]([CH:27]=[O:28])=[C:23]([CH:29]([CH3:31])[CH3:30])[CH:22]=2)[CH:17]=[CH:18][CH:19]=1. (2) Given the reactants C(OCC)(=O)C.[CH:7]1[CH:8]=[CH:9][C:10]([C@@H:13]2[N:22]([C:23]([O:25][C@@H:26]3[CH:31]4[CH2:32][CH2:33][N:28]([CH2:29][CH2:30]4)[CH2:27]3)=[O:24])[CH2:21][CH2:20][C:19]3[CH:18]=[CH:17][CH:16]=[CH:15][C:14]2=3)=[CH:11][CH:12]=1.[C:34]([OH:39])(=[O:38])[C:35]([OH:37])=[O:36], predict the reaction product. The product is: [CH:7]1[CH:12]=[CH:11][C:10]([C@@H:13]2[N:22]([C:23]([O:25][C@@H:26]3[CH:31]4[CH2:30][CH2:29][N:28]([CH2:33][CH2:32]4)[CH2:27]3)=[O:24])[CH2:21][CH2:20][C:19]3[CH:18]=[CH:17][CH:16]=[CH:15][C:14]2=3)=[CH:9][CH:8]=1.[C:34]([O-:39])(=[O:38])[C:35]([O-:37])=[O:36]. (3) Given the reactants CN(C)C=O.CS([O:10][CH2:11][CH2:12][CH2:13][CH2:14][C:15]([CH3:19])=[C:16]([F:18])[F:17])(=O)=O.[NH2:20][C:21]1[CH:29]=[CH:28][C:24]([C:25](O)=[O:26])=[CH:23][N:22]=1.C(=O)([O-])O.[Na+], predict the reaction product. The product is: [NH2:20][C:21]1[CH:29]=[CH:28][C:24]([C:25]([O:10][CH2:11][CH2:12][CH2:13][CH2:14][C:15]([CH3:19])=[C:16]([F:18])[F:17])=[O:26])=[CH:23][N:22]=1. (4) Given the reactants OO.C(OC(C(F)(F)F)=O)(C(F)(F)F)=[O:4].[O-:16][N+:17]1[C:22]2[CH:23]=[C:24]3[C:28](=[CH:29][C:21]=2[N:20]=[C:19]([NH:30][CH2:31][CH2:32][N:33]([CH2:36][CH3:37])[CH2:34][CH3:35])[N:18]=1)[CH2:27][CH2:26][CH2:25]3.C(O)(C(F)(F)F)=O, predict the reaction product. The product is: [O-:16][N+:17]1[C:22]2[CH:23]=[C:24]3[C:28](=[CH:29][C:21]=2[N+:20]([O-:4])=[C:19]([NH:30][CH2:31][CH2:32][N:33]([CH2:36][CH3:37])[CH2:34][CH3:35])[N:18]=1)[CH2:27][CH2:26][CH2:25]3. (5) Given the reactants [Cl:1][C:2]1[CH:3]=[C:4]2[C:9](=[CH:10][C:11]=1[O:12][C:13]1[CH:21]=[CH:20][C:16]([C:17](O)=[O:18])=[CH:15][CH:14]=1)[O:8][CH2:7][CH2:6][CH:5]2[C:22]([O:24][CH2:25][CH3:26])=[O:23].O.ON1C2C=CC=CC=2N=N1.[Cl:38][C:39]1[CH:44]=[C:43]([Cl:45])[CH:42]=[C:41]([O:46][CH3:47])[C:40]=1[CH2:48][CH2:49][NH2:50].Cl.C(N=C=NCCCN(C)C)C, predict the reaction product. The product is: [Cl:1][C:2]1[CH:3]=[C:4]2[C:9](=[CH:10][C:11]=1[O:12][C:13]1[CH:21]=[CH:20][C:16]([C:17](=[O:18])[NH:50][CH2:49][CH2:48][C:40]3[C:41]([O:46][CH3:47])=[CH:42][C:43]([Cl:45])=[CH:44][C:39]=3[Cl:38])=[CH:15][CH:14]=1)[O:8][CH2:7][CH2:6][CH:5]2[C:22]([O:24][CH2:25][CH3:26])=[O:23]. (6) Given the reactants [OH:1][C:2]1([CH2:15][C:16](O)=[O:17])[CH2:7][CH:6]2[CH2:8][CH2:9][CH:3]1[CH:4]=[C:5]2[C:10]1[S:11][CH:12]=[CH:13][CH:14]=1.CCN(C(C)C)C(C)C.C1C=CC2N(O)N=NC=2C=1.[NH:38]1[C:42]2[CH:43]=[CH:44][CH:45]=[CH:46][C:41]=2[N:40]=[C:39]1[CH2:47][CH2:48][CH2:49][NH:50][CH3:51], predict the reaction product. The product is: [NH:38]1[C:42]2[CH:43]=[CH:44][CH:45]=[CH:46][C:41]=2[N:40]=[C:39]1[CH2:47][CH2:48][CH2:49][N:50]([CH3:51])[C:16](=[O:17])[CH2:15][C:2]1([OH:1])[CH2:7][CH:6]2[CH2:8][CH2:9][CH:3]1[CH:4]=[C:5]2[C:10]1[S:11][CH:12]=[CH:13][CH:14]=1. (7) Given the reactants [Cl:1][C:2]1[CH:7]=[CH:6][C:5]([NH2:8])=[CH:4][CH:3]=1.[C:9](O[C:9]([O:11][C:12]([CH3:15])([CH3:14])[CH3:13])=[O:10])([O:11][C:12]([CH3:15])([CH3:14])[CH3:13])=[O:10], predict the reaction product. The product is: [C:12]([O:11][C:9](=[O:10])[NH:8][C:5]1[CH:6]=[CH:7][C:2]([Cl:1])=[CH:3][CH:4]=1)([CH3:15])([CH3:14])[CH3:13].